Predict which catalyst facilitates the given reaction. From a dataset of Catalyst prediction with 721,799 reactions and 888 catalyst types from USPTO. (1) Reactant: CS([O:5][CH:6]1[CH2:11][CH2:10][N:9]([C:12]([O:14][C:15]([CH3:18])([CH3:17])[CH3:16])=[O:13])[CH2:8][CH2:7]1)(=O)=O.[Br:19][C:20]1[CH:25]=[CH:24][C:23]([F:26])=[CH:22][C:21]=1O.C([O-])([O-])=O.[Cs+].[Cs+]. Product: [Br:19][C:20]1[CH:25]=[CH:24][C:23]([F:26])=[CH:22][C:21]=1[O:5][CH:6]1[CH2:11][CH2:10][N:9]([C:12]([O:14][C:15]([CH3:18])([CH3:17])[CH3:16])=[O:13])[CH2:8][CH2:7]1. The catalyst class is: 3. (2) Reactant: [F:1][C:2]1[CH:3]=[CH:4][CH:5]=[C:6]2[C:10]=1[N:9]([C:11]1[N:15]=[C:14]([C@@H:16]3[CH2:19][C@H:18]([NH:20][S:21]([C:24]4[CH:29]=[CH:28][CH:27]=[CH:26][C:25]=4[N+:30]([O-:32])=[O:31])(=[O:23])=[O:22])[CH2:17]3)[O:13][N:12]=1)[N:8]=[C:7]2[CH:33]([CH3:35])[CH3:34].[C:36]([O:40][C:41]([NH:43][CH2:44][CH2:45][CH2:46]O)=[O:42])([CH3:39])([CH3:38])[CH3:37].C(P(CCCC)CCCC)CCC.N(C(OCC)=O)=NC(OCC)=O. Product: [F:1][C:2]1[CH:3]=[CH:4][CH:5]=[C:6]2[C:10]=1[N:9]([C:11]1[N:15]=[C:14]([C@@H:16]3[CH2:19][C@H:18]([N:20]([S:21]([C:24]4[CH:29]=[CH:28][CH:27]=[CH:26][C:25]=4[N+:30]([O-:32])=[O:31])(=[O:23])=[O:22])[CH2:46][CH2:45][CH2:44][NH:43][C:41](=[O:42])[O:40][C:36]([CH3:39])([CH3:38])[CH3:37])[CH2:17]3)[O:13][N:12]=1)[N:8]=[C:7]2[CH:33]([CH3:35])[CH3:34]. The catalyst class is: 20. (3) Reactant: Br[CH2:2][CH:3]1[CH2:8][CH2:7][CH2:6][S:5](=[O:10])(=[O:9])[CH2:4]1.[Br:11][C:12]1[C:17]([CH3:18])=[CH:16][C:15]([OH:19])=[CH:14][C:13]=1[CH3:20].C(=O)([O-])[O-].[Cs+].[Cs+]. Product: [Br:11][C:12]1[C:17]([CH3:18])=[CH:16][C:15]([O:19][CH2:2][CH:3]2[CH2:8][CH2:7][CH2:6][S:5](=[O:10])(=[O:9])[CH2:4]2)=[CH:14][C:13]=1[CH3:20]. The catalyst class is: 9. (4) Reactant: [OH:1][CH2:2][C:3]([CH3:8])([CH3:7])[C:4]([O-:6])=[O:5].[Na+].[CH3:10][O:11][C:12]1[CH:19]=[CH:18][C:15]([CH2:16]Cl)=[CH:14][CH:13]=1. Product: [OH:1][CH2:2][C:3]([CH3:8])([CH3:7])[C:4]([O:6][CH2:16][C:15]1[CH:18]=[CH:19][C:12]([O:11][CH3:10])=[CH:13][CH:14]=1)=[O:5]. The catalyst class is: 37. (5) Reactant: [H-].[Na+].[CH3:3][O:4][CH2:5][CH2:6][OH:7].[F:8][C:9]1[CH:10]=[C:11]([CH:14]=[CH:15][C:16]=1F)[CH:12]=[O:13].[NH4+].[Cl-]. Product: [F:8][C:9]1[CH:10]=[C:11]([CH:14]=[CH:15][C:16]=1[O:7][CH2:6][CH2:5][O:4][CH3:3])[CH:12]=[O:13]. The catalyst class is: 3. (6) Reactant: FC(F)(F)S([O:6][S:7]([C:10]([F:13])([F:12])[F:11])(=[O:9])=[O:8])(=O)=O.[C:16]1([S:22]([N:25]2[C:29]3[CH:30]=[N:31][C:32]([C:35]#[N:36])=[C:33](O)[C:28]=3[C:27]3[CH:37]=[CH:38][CH:39]=[N:40][C:26]2=3)(=[O:24])=[O:23])[CH:21]=[CH:20][CH:19]=[CH:18][CH:17]=1.N1C=CC=CC=1.Cl. Product: [C:16]1([S:22]([N:25]2[C:29]3[CH:30]=[N:31][C:32]([C:35]#[N:36])=[C:33]([O:6][S:7]([C:10]([F:11])([F:12])[F:13])(=[O:8])=[O:9])[C:28]=3[C:27]3[CH:37]=[CH:38][CH:39]=[N:40][C:26]2=3)(=[O:24])=[O:23])[CH:17]=[CH:18][CH:19]=[CH:20][CH:21]=1. The catalyst class is: 2.